This data is from NCI-60 drug combinations with 297,098 pairs across 59 cell lines. The task is: Regression. Given two drug SMILES strings and cell line genomic features, predict the synergy score measuring deviation from expected non-interaction effect. (1) Drug 1: CC12CCC3C(C1CCC2=O)CC(=C)C4=CC(=O)C=CC34C. Drug 2: CC(CN1CC(=O)NC(=O)C1)N2CC(=O)NC(=O)C2. Cell line: A498. Synergy scores: CSS=44.7, Synergy_ZIP=5.57, Synergy_Bliss=6.28, Synergy_Loewe=7.80, Synergy_HSA=9.50. (2) Drug 2: C1=NC(=NC(=O)N1C2C(C(C(O2)CO)O)O)N. Synergy scores: CSS=26.9, Synergy_ZIP=17.3, Synergy_Bliss=17.2, Synergy_Loewe=3.58, Synergy_HSA=4.51. Drug 1: C1=NC2=C(N=C(N=C2N1C3C(C(C(O3)CO)O)F)Cl)N. Cell line: M14. (3) Drug 1: CCCCCOC(=O)NC1=NC(=O)N(C=C1F)C2C(C(C(O2)C)O)O. Drug 2: CC1=C(C(=CC=C1)Cl)NC(=O)C2=CN=C(S2)NC3=CC(=NC(=N3)C)N4CCN(CC4)CCO. Cell line: HL-60(TB). Synergy scores: CSS=24.9, Synergy_ZIP=-2.12, Synergy_Bliss=-4.76, Synergy_Loewe=11.0, Synergy_HSA=-3.47. (4) Drug 1: CC1=C(C(=O)C2=C(C1=O)N3CC4C(C3(C2COC(=O)N)OC)N4)N. Drug 2: C1C(C(OC1N2C=NC3=C2NC=NCC3O)CO)O. Cell line: UACC62. Synergy scores: CSS=0.579, Synergy_ZIP=-2.29, Synergy_Bliss=-4.00, Synergy_Loewe=-12.7, Synergy_HSA=-5.54. (5) Drug 1: CC(CN1CC(=O)NC(=O)C1)N2CC(=O)NC(=O)C2. Drug 2: C1=CN(C=N1)CC(O)(P(=O)(O)O)P(=O)(O)O. Cell line: CCRF-CEM. Synergy scores: CSS=31.2, Synergy_ZIP=-6.04, Synergy_Bliss=-13.4, Synergy_Loewe=-14.9, Synergy_HSA=-13.3.